Dataset: Reaction yield outcomes from USPTO patents with 853,638 reactions. Task: Predict the reaction yield, written as a fraction of the theoretical maximum amount of product (1.0 means a 100% yield; for example, 0.34 means a 34% yield). (1) The reactants are C(=O)([O-])[O-].[K+].[K+].[OH:7][C:8]1[CH:9]=[C:10]([CH:15]=[CH:16][C:17]=1[O:18][CH3:19])[C:11]([O:13][CH3:14])=[O:12].Br[CH2:21][CH2:22][CH2:23][Cl:24]. The catalyst is CN(C=O)C. The product is [Cl:24][CH2:23][CH2:22][CH2:21][O:7][C:8]1[CH:9]=[C:10]([CH:15]=[CH:16][C:17]=1[O:18][CH3:19])[C:11]([O:13][CH3:14])=[O:12]. The yield is 0.940. (2) The reactants are [Br:1][CH2:2][CH2:3][CH2:4][NH2:5].C(N(CC)CC)C.[F:13][C:14]([F:25])([F:24])[C:15](O[C:15](=[O:16])[C:14]([F:25])([F:24])[F:13])=[O:16]. The catalyst is C(Cl)Cl. The product is [Br:1][CH2:2][CH2:3][CH2:4][NH:5][C:15](=[O:16])[C:14]([F:25])([F:24])[F:13]. The yield is 0.885. (3) The reactants are [F:1][C:2]1[CH:9]=[CH:8][C:5]([C:6]#[N:7])=[C:4]([OH:10])[CH:3]=1.[CH3:11][N:12]([CH3:16])[C:13](Cl)=[O:14].C(N(CC)CC)C. The catalyst is ClC(Cl)C. The product is [C:6]([C:5]1[CH:8]=[CH:9][C:2]([F:1])=[CH:3][C:4]=1[O:10][C:13](=[O:14])[N:12]([CH3:16])[CH3:11])#[N:7]. The yield is 0.670. (4) The reactants are C([O-])(=O)C.[Na+].CO[C:8]([C:10]1[C:15](Br)=[CH:14][N:13]=[CH:12][N:11]=1)=[O:9].Cl.[NH2:18][C:19]1[CH:24]=[C:23]([C:25]([O:27][CH3:28])=[O:26])[CH:22]=[CH:21][C:20]=1B(O)O.O. The catalyst is CN(C=O)C.[Cl-].[Na+].O.[Pd](Cl)Cl.C1(P(C2C=CC=CC=2)[C-]2C=CC=C2)C=CC=CC=1.[C-]1(P(C2C=CC=CC=2)C2C=CC=CC=2)C=CC=C1.[Fe+2]. The product is [O:9]=[C:8]1[C:10]2[N:11]=[CH:12][N:13]=[CH:14][C:15]=2[C:20]2[CH:21]=[CH:22][C:23]([C:25]([O:27][CH3:28])=[O:26])=[CH:24][C:19]=2[NH:18]1. The yield is 0.0850. (5) The reactants are [C:1]([C:5]1[NH:6][C:7]2[C:12]([CH:13]=1)=[CH:11][C:10]([N+:14]([O-])=O)=[CH:9][C:8]=2[F:17])([CH3:4])([CH3:3])[CH3:2]. The catalyst is CO.[Ni]. The product is [C:1]([C:5]1[NH:6][C:7]2[C:12]([CH:13]=1)=[CH:11][C:10]([NH2:14])=[CH:9][C:8]=2[F:17])([CH3:4])([CH3:2])[CH3:3]. The yield is 0.240.